This data is from Experimentally validated miRNA-target interactions with 360,000+ pairs, plus equal number of negative samples. The task is: Binary Classification. Given a miRNA mature sequence and a target amino acid sequence, predict their likelihood of interaction. (1) The miRNA is hsa-miR-520h with sequence ACAAAGUGCUUCCCUUUAGAGU. The protein sequence of the target gene is MHVMNCVSLVSDKENGNIATAPGFMIGQTPPPAPPPPPPPPPPSPPCSCSREECPSSPPPPPPPPLPGEPPIPPPPPGLPPTTHMNGYSHLGKKKRMRSFFWKTIPEEQVRGKTNIWTLAARQEHHYQIDTKTIEELFGQQEDTTKSSLPRRGRTLNSSFREAREEITILDAKRSMNIGIFLKQFKKSPRSIVEDIHQGKSEHYGSETLREFLKFLPESEEVKKLKAFSGDVSKLSLADSFLYGLIQVPNYSLRIEAMVLKKEFLPSCSSLYTDITVLRTAIKELMSCEELHSILHLVLQ.... Result: 1 (interaction). (2) The miRNA is hsa-miR-197-5p with sequence CGGGUAGAGAGGGCAGUGGGAGG. The protein sequence of the target gene is MAFYSYNSVLAIARTRFPSHFVHPTCSSYSPSCAFLHLPDSHLNKTCMKNYESKKYSDPSQPGNTVLHPGTRLIQKLHTSTCWLQEVPGKPQLEQATKHPQVTSPQATKETGMEIKEGKQSYRQKIMDELKYYYNGFYLLWIDAKVAARMVWRLLHGQVLTRRERRRLLRTCVDFFRLVPFMVFLIVPFMEFLLPVFLKLFPEMLPSTFESESKKEEKQKKKMAVKLELAKFLQETMTEMARRNRAKMGDASTQLSSYVKQVQTGHKPSTKEIVRFSKLFEDQLALEHLDRPQLVALCKL.... Result: 1 (interaction). (3) The protein sequence of the target gene is MAQLEGYCFSAALSCTFLVSCLLFSAFSRALREPYMDEIFHLPQAQRYCEGHFSLSQWDPMITTLPGLYLVSVGVVKPAIWIFAWSEHVVCSIGMLRFVNLLFSVGNFYLLYLLFHKVQPRNKAASSIQRVLSTLTLAVFPTLYFFNFLYYTEAGSMFFTLFAYLMCLYGNHKTSAFLGFCGFMFRQTNIIWAVFCAGNVIAQKLTEAWKTELQKKEDRLPPIKGPFAEFRKILQFLLAYSMSFKNLSMLFCLTWPYILLGFLFCAFVVVNGGIVIGDRSSHEACLHFPQLFYFFSFTLF.... Result: 1 (interaction). The miRNA is hsa-let-7f-1-3p with sequence CUAUACAAUCUAUUGCCUUCCC. (4) The miRNA is hsa-miR-4317 with sequence ACAUUGCCAGGGAGUUU. The protein sequence of the target gene is MATAAQGPLSLLWGWLWSERFWLPENVSWADLEGPADGYGYPRGRHILSVFPLAAGIFFVRLLFERFIAKPCALCIGIEDSGPYQAQPNAILEKVFISITKYPDKKRLEGLSKQLDWNVRKIQCWFRHRRNQDKPPTLTKFCESMWRFTFYLCIFCYGIRFLWSSPWFWDIRQCWHNYPFQPLSSGLYHYYIMELAFYWSLMFSQFTDIKRKDFLIMFVHHLVTIGLISFSYINNMVRVGTLIMCLHDVSDFLLEAAKLANYAKYQRLCDTLFVIFSAVFMVTRLGIYPFWILNTTLFES.... Result: 0 (no interaction).